From a dataset of Forward reaction prediction with 1.9M reactions from USPTO patents (1976-2016). Predict the product of the given reaction. Given the reactants [F:1][C:2]1([F:9])[CH2:8][CH2:7][CH:6]2[CH:4]([O:5]2)[CH2:3]1.C[Si]([N:14]=[N+:15]=[N-:16])(C)C.C12(CS(O)(=O)=O)C(C)(C)C(CC1)CC2=O, predict the reaction product. The product is: [N:14]([C@@H:6]1[CH2:7][CH2:8][C:2]([F:9])([F:1])[CH2:3][C@H:4]1[OH:5])=[N+:15]=[N-:16].